Task: Predict the product of the given reaction.. Dataset: Forward reaction prediction with 1.9M reactions from USPTO patents (1976-2016) (1) Given the reactants [O:1]=[C:2]([CH3:19])[CH2:3][C@H:4]([NH:11]C(=O)OC(C)(C)C)[C:5]1[CH:10]=[CH:9][CH:8]=[CH:7][CH:6]=1.Cl, predict the reaction product. The product is: [NH2:11][C@H:4]([C:5]1[CH:10]=[CH:9][CH:8]=[CH:7][CH:6]=1)[CH2:3][C:2](=[O:1])[CH3:19]. (2) Given the reactants [CH2:1]([C:3]1[CH:4]=[C:5]([C:11]2[CH:12]=[C:13]3[C:17](=[CH:18][CH:19]=2)[C:16](=[O:20])[CH:15]([CH2:21][C:22]([NH:24][CH2:25][C:26]2[CH:31]=[CH:30][CH:29]=[CH:28][N:27]=2)=[O:23])[CH2:14]3)[CH:6]=[CH:7][C:8]=1[O:9]C)[CH3:2].B(Br)(Br)Br.CCOC(C)=O.O, predict the reaction product. The product is: [CH2:1]([C:3]1[CH:4]=[C:5]([C:11]2[CH:12]=[C:13]3[C:17](=[CH:18][CH:19]=2)[C:16](=[O:20])[CH:15]([CH2:21][C:22]([NH:24][CH2:25][C:26]2[CH:31]=[CH:30][CH:29]=[CH:28][N:27]=2)=[O:23])[CH2:14]3)[CH:6]=[CH:7][C:8]=1[OH:9])[CH3:2]. (3) Given the reactants [N:1]1([C:12]([C:14]2[CH:19]=[CH:18][C:17]([CH2:20][CH2:21][C:22](O)=[O:23])=[CH:16][CH:15]=2)=[O:13])[CH2:7][CH2:6][CH2:5][CH2:4][C:3]2[CH:8]=[CH:9][CH:10]=[CH:11][C:2]1=2.S(Cl)(Cl)=O.[CH2:29]([NH2:36])[C:30]1[CH:35]=[CH:34][CH:33]=[CH:32][CH:31]=1.C(N(CC)CC)C, predict the reaction product. The product is: [CH2:29]([NH:36][C:22](=[O:23])[CH2:21][CH2:20][C:17]1[CH:16]=[CH:15][C:14]([C:12]([N:1]2[CH2:7][CH2:6][CH2:5][CH2:4][C:11]3[CH:10]=[CH:9][CH:8]=[CH:3][C:2]2=3)=[O:13])=[CH:19][CH:18]=1)[C:30]1[CH:35]=[CH:34][CH:33]=[CH:32][CH:31]=1.